Dataset: Reaction yield outcomes from USPTO patents with 853,638 reactions. Task: Predict the reaction yield, written as a fraction of the theoretical maximum amount of product (1.0 means a 100% yield; for example, 0.34 means a 34% yield). (1) The reactants are [NH:1]([C:12]([O:14][C:15]([CH3:18])([CH3:17])[CH3:16])=[O:13])[C@H:2]([C:9](O)=[O:10])[CH:3]1[CH2:8][CH2:7][CH2:6][CH2:5][CH2:4]1.Cl.CN.[CH3:22][N:23](C(ON1N=NC2C=CC=NC1=2)=[N+](C)C)C.F[P-](F)(F)(F)(F)F. No catalyst specified. The product is [C:15]([O:14][C:12](=[O:13])[NH:1][C@@H:2]([CH:3]1[CH2:8][CH2:7][CH2:6][CH2:5][CH2:4]1)[C:9](=[O:10])[NH:23][CH3:22])([CH3:18])([CH3:17])[CH3:16]. The yield is 0.760. (2) The reactants are [Cl:1][C:2]1[CH:3]=[C:4]([C@H:9]2[CH2:13][O:12][C:11](=[O:14])[N:10]2[C:15]2[CH:20]=[CH:19][N:18]3[N:21]=[CH:22][C:23]([C:24]4[CH:29]=[CH:28][C:27]([C:30]5[N:34]=[CH:33][N:32](COCC[Si](C)(C)C)[N:31]=5)=[C:26]([F:43])[CH:25]=4)=[C:17]3[N:16]=2)[CH:5]=[CH:6][C:7]=1[F:8].ClC1C=C([C@H]2COC(=O)N2C2C=CN3N=CC(C4C=CC(C5N(COCC[Si](C)(C)C)N=CN=5)=C(F)C=4)=C3N=2)C=CC=1F. No catalyst specified. The product is [Cl:1][C:2]1[CH:3]=[C:4]([C@H:9]2[CH2:13][O:12][C:11](=[O:14])[N:10]2[C:15]2[CH:20]=[CH:19][N:18]3[N:21]=[CH:22][C:23]([C:24]4[CH:29]=[CH:28][C:27]([C:30]5[N:34]=[CH:33][NH:32][N:31]=5)=[C:26]([F:43])[CH:25]=4)=[C:17]3[N:16]=2)[CH:5]=[CH:6][C:7]=1[F:8]. The yield is 0.770. (3) The reactants are [F:1][C:2]([F:25])([F:24])[C:3]1[CH:4]=[CH:5][C:6]([O:16][CH2:17][C:18]2[CH:23]=[CH:22][CH:21]=[CH:20][CH:19]=2)=[C:7]([C:9](=O)[CH2:10][CH2:11][C:12](=O)[CH3:13])[CH:8]=1.[NH2:26][C:27]1[CH:32]=[CH:31][CH:30]=[C:29]([Br:33])[N:28]=1. The catalyst is CC#N.CC1C=CC(S(O)(=O)=O)=CC=1. The product is [F:1][C:2]([F:25])([F:24])[C:3]1[CH:4]=[CH:5][C:6]([O:16][CH2:17][C:18]2[CH:23]=[CH:22][CH:21]=[CH:20][CH:19]=2)=[C:7]([C:9]2[N:26]([C:27]3[N:28]=[C:29]([Br:33])[CH:30]=[CH:31][CH:32]=3)[C:12]([CH3:13])=[CH:11][CH:10]=2)[CH:8]=1. The yield is 0.310. (4) The reactants are [OH:1][C:2]1[CH:9]=[CH:8][C:5]([CH:6]=[O:7])=[CH:4][CH:3]=1.[C:10]([O:14][C:15](=[O:18])[CH2:16]Br)([CH3:13])([CH3:12])[CH3:11]. The catalyst is CCOC(C)=O. The product is [C:10]([O:14][C:15]([CH2:16][O:1][C:2]1[CH:9]=[CH:8][C:5]([CH:6]=[O:7])=[CH:4][CH:3]=1)=[O:18])([CH3:13])([CH3:12])[CH3:11]. The yield is 0.370. (5) The reactants are [NH2:1][C:2]1[N:10]=[C:9]([Cl:11])[CH:8]=[CH:7][C:3]=1[C:4]([OH:6])=O.C(N(CC)CC)C.F[P-](F)(F)(F)(F)F.N1(O[P+](N(C)C)(N(C)C)N(C)C)C2C=CC=CC=2N=N1.[O:46]([C:53]1[S:57][C:56]([CH2:58][NH2:59])=[CH:55][CH:54]=1)[C:47]1[CH:52]=[CH:51][CH:50]=[CH:49][CH:48]=1. The catalyst is CN(C)C=O.[Cl-].[Na+].O. The product is [NH2:1][C:2]1[N:10]=[C:9]([Cl:11])[CH:8]=[CH:7][C:3]=1[C:4]([NH:59][CH2:58][C:56]1[S:57][C:53]([O:46][C:47]2[CH:48]=[CH:49][CH:50]=[CH:51][CH:52]=2)=[CH:54][CH:55]=1)=[O:6]. The yield is 0.460. (6) The product is [ClH:28].[CH3:1][O:2][C:3]1[CH:8]=[CH:7][C:6]([CH2:9][CH2:10][CH2:11][CH:12]([NH2:15])[C:13]#[CH:14])=[CH:5][CH:4]=1. The reactants are [CH3:1][O:2][C:3]1[CH:8]=[CH:7][C:6]([CH2:9][CH2:10][CH2:11][CH:12]([N:15]2C(=O)C3C(=CC=CC=3)C2=O)[C:13]#[CH:14])=[CH:5][CH:4]=1.NN.[ClH:28].CCOCC. The yield is 0.700. The catalyst is CO. (7) The reactants are Br[C:2]1[CH:3]=[C:4]2[C:8](=[CH:9][CH:10]=1)[C:7](=[O:11])[CH2:6][CH2:5]2.C([O-])([O-])=O.[K+].[K+].[C:18]1(C)C=CC=C[CH:19]=1. The product is [CH:18]([C:2]1[CH:3]=[C:4]2[C:8](=[CH:9][CH:10]=1)[C:7](=[O:11])[CH2:6][CH2:5]2)=[CH2:19]. The yield is 0.480. The catalyst is C1C=CC([P]([Pd]([P](C2C=CC=CC=2)(C2C=CC=CC=2)C2C=CC=CC=2)([P](C2C=CC=CC=2)(C2C=CC=CC=2)C2C=CC=CC=2)[P](C2C=CC=CC=2)(C2C=CC=CC=2)C2C=CC=CC=2)(C2C=CC=CC=2)C2C=CC=CC=2)=CC=1.